The task is: Predict which catalyst facilitates the given reaction.. This data is from Catalyst prediction with 721,799 reactions and 888 catalyst types from USPTO. (1) Reactant: [NH2:1][C:2]1[S:6][C:5]([C:7]2[CH:12]=[C:11]([Cl:13])[CH:10]=[C:9]([Cl:14])[C:8]=2[OH:15])=[N:4][N:3]=1.[CH3:16][O:17][C:18]([C:20]1[CH:21]=[CH:22][C:23]([C:26](O)=[O:27])=[N:24][CH:25]=1)=[O:19].C1C=CC2N(O)N=NC=2C=1.CCN(C(C)C)C(C)C.CCN=C=NCCCN(C)C. Product: [CH3:16][O:17][C:18](=[O:19])[C:20]1[CH:21]=[CH:22][C:23]([C:26](=[O:27])[NH:1][C:2]2[S:6][C:5]([C:7]3[CH:12]=[C:11]([Cl:13])[CH:10]=[C:9]([Cl:14])[C:8]=3[OH:15])=[N:4][N:3]=2)=[N:24][CH:25]=1. The catalyst class is: 18. (2) Reactant: [CH3:1][C:2]1[C:3]([C:7]([O:9][CH3:10])=[O:8])=[CH:4][S:5][CH:6]=1.C1C(=O)N([I:18])C(=O)C1. Product: [I:18][C:6]1[S:5][CH:4]=[C:3]([C:7]([O:9][CH3:10])=[O:8])[C:2]=1[CH3:1]. The catalyst class is: 31. (3) Reactant: [Cl:1][C:2]1[CH:9]=[C:8]([O:10][CH3:11])[C:7]([N+:12]([O-:14])=[O:13])=[CH:6][C:3]=1[CH:4]=[O:5].[BH4-].[Na+]. Product: [Cl:1][C:2]1[CH:9]=[C:8]([O:10][CH3:11])[C:7]([N+:12]([O-:14])=[O:13])=[CH:6][C:3]=1[CH2:4][OH:5]. The catalyst class is: 5. (4) The catalyst class is: 4. Reactant: [CH2:1]([O:8][CH:9]1[CH2:12][CH2:11][C:10]1=O)[C:2]1[CH:7]=[CH:6][CH:5]=[CH:4][CH:3]=1.[NH2:14][CH2:15][CH2:16][OH:17].C(O)(=O)C.C(O[BH-](OC(=O)C)OC(=O)C)(=O)C.[Na+].[OH-].[Na+]. Product: [CH2:1]([O:8][C@H:9]1[CH2:12][CH2:11][C@H:10]1[NH:14][CH2:15][CH2:16][OH:17])[C:2]1[CH:7]=[CH:6][CH:5]=[CH:4][CH:3]=1. (5) Reactant: [CH:1]1([NH:6][CH2:7][C:8]2[S:12][C:11](B(O)O)=[CH:10][CH:9]=2)[CH2:5][CH2:4][CH2:3][CH2:2]1.Br[C:17]1[CH:18]=[C:19]2[C:23](=[C:24]([C:26]([NH2:28])=[O:27])[CH:25]=1)[NH:22][CH:21]=[C:20]2[CH:29]1[CH2:34][CH2:33][N:32]([S:35]([CH2:38][CH3:39])(=[O:37])=[O:36])[CH2:31][CH2:30]1.C([O-])([O-])=O.[K+].[K+]. Product: [CH:1]1([NH:6][CH2:7][C:8]2[S:12][C:11]([C:17]3[CH:18]=[C:19]4[C:23](=[C:24]([C:26]([NH2:28])=[O:27])[CH:25]=3)[NH:22][CH:21]=[C:20]4[CH:29]3[CH2:30][CH2:31][N:32]([S:35]([CH2:38][CH3:39])(=[O:36])=[O:37])[CH2:33][CH2:34]3)=[CH:10][CH:9]=2)[CH2:5][CH2:4][CH2:3][CH2:2]1. The catalyst class is: 73. (6) Reactant: [C:1]([O:4][CH2:5][C:6]1[CH2:13][S:12][C@@H:11]2[N:8]([C:9](=[O:33])[C@H:10]2[NH:14][C:15](=[O:32])[CH2:16][N:17]([CH2:25][C:26]2[CH:31]=[CH:30][CH:29]=[CH:28][N:27]=2)[CH2:18][C:19]2[CH:24]=[CH:23][CH:22]=[CH:21][N:20]=2)[C:7]=1[C:34]([O:36]C)=[O:35])(=[O:3])[CH3:2].O.[OH-].[Li+].Cl. Product: [C:1]([O:4][CH2:5][C:6]1[CH2:13][S:12][C@@H:11]2[N:8]([C:9](=[O:33])[C@H:10]2[NH:14][C:15](=[O:32])[CH2:16][N:17]([CH2:25][C:26]2[CH:31]=[CH:30][CH:29]=[CH:28][N:27]=2)[CH2:18][C:19]2[CH:24]=[CH:23][CH:22]=[CH:21][N:20]=2)[C:7]=1[C:34]([OH:36])=[O:35])(=[O:3])[CH3:2]. The catalyst class is: 1. (7) The catalyst class is: 5. Reactant: [CH:1]1([C:4]2[NH:8][N:7]=[C:6]([NH:9][C:10]3[CH:15]=[CH:14][N:13]=[C:12]([NH:16][C@H:17]([C:19]4[N:24]=[C:23]5[CH:25]=[CH:26][N:27](S(C6C=CC(C)=CC=6)(=O)=O)[C:22]5=[CH:21][C:20]=4[F:38])[CH3:18])[N:11]=3)[CH:5]=2)[CH2:3][CH2:2]1.[OH-].[Na+]. Product: [CH:1]1([C:4]2[NH:8][N:7]=[C:6]([NH:9][C:10]3[CH:15]=[CH:14][N:13]=[C:12]([NH:16][C@H:17]([C:19]4[N:24]=[C:23]5[CH:25]=[CH:26][NH:27][C:22]5=[CH:21][C:20]=4[F:38])[CH3:18])[N:11]=3)[CH:5]=2)[CH2:3][CH2:2]1. (8) Reactant: Br[CH:2]([C:13]1[CH:18]=[CH:17][C:16]([C:19]([F:22])([F:21])[F:20])=[CH:15][CH:14]=1)[C:3]1[CH:8]=[CH:7][C:6]([C:9]([F:12])([F:11])[F:10])=[CH:5][CH:4]=1.Cl.[O:24]=[C:25]1[C:30]([C:31]([O:33][CH3:34])=[O:32])=[CH:29][CH:28]=[CH:27][NH:26]1.[H-].[Na+]. Product: [F:10][C:9]([F:12])([F:11])[C:6]1[CH:7]=[CH:8][C:3]([CH:2]([C:13]2[CH:18]=[CH:17][C:16]([C:19]([F:22])([F:21])[F:20])=[CH:15][CH:14]=2)[N:26]2[CH:27]=[CH:28][CH:29]=[C:30]([C:31]([O:33][CH3:34])=[O:32])[C:25]2=[O:24])=[CH:4][CH:5]=1. The catalyst class is: 3. (9) Reactant: [N:1]1([CH:6]([C:9]2[CH:14]=[CH:13][C:12]([C:15]3[CH:20]=[CH:19][CH:18]=[C:17]([O:21]C)[CH:16]=3)=[CH:11][N:10]=2)[CH2:7][CH3:8])[CH:5]=[CH:4][N:3]=[CH:2]1.B(Br)(Br)Br.C(OCC)(=O)C.C(=O)(O)[O-].[Na+]. The catalyst class is: 4. Product: [N:1]1([CH:6]([C:9]2[N:10]=[CH:11][C:12]([C:15]3[CH:16]=[C:17]([OH:21])[CH:18]=[CH:19][CH:20]=3)=[CH:13][CH:14]=2)[CH2:7][CH3:8])[CH:5]=[CH:4][N:3]=[CH:2]1. (10) Reactant: [CH3:1][C:2]1[NH:6][N:5]=[C:4]([N:7]2[C:15](=[O:16])[C:14]3[C:9](=[CH:10][CH:11]=[CH:12][CH:13]=3)[C:8]2=[O:17])[CH:3]=1.C(=O)([O-])[O-].[K+].[K+].Br[CH2:25][C:26]1[CH:31]=[CH:30][CH:29]=[CH:28][C:27]=1[C:32]1[CH:37]=[CH:36][CH:35]=[CH:34][CH:33]=1. Product: [C:27]1([C:32]2[CH:33]=[CH:34][CH:35]=[CH:36][CH:37]=2)[CH:28]=[CH:29][CH:30]=[CH:31][C:26]=1[CH2:25][N:6]1[C:2]([CH3:1])=[CH:3][C:4]([N:7]2[C:15](=[O:16])[C:14]3[C:9](=[CH:10][CH:11]=[CH:12][CH:13]=3)[C:8]2=[O:17])=[N:5]1. The catalyst class is: 23.